From a dataset of Reaction yield outcomes from USPTO patents with 853,638 reactions. Predict the reaction yield, written as a fraction of the theoretical maximum amount of product (1.0 means a 100% yield; for example, 0.34 means a 34% yield). The reactants are [O:1]1[CH2:6][CH2:5][N:4]([C:7]2[CH:12]=[CH:11][C:10]([NH:13][C:14]3[N:19]=[CH:18][C:17]([CH2:20][C:21]([NH2:23])=[O:22])=[C:16]([NH:24][CH2:25][CH:26]4[CH2:30][CH2:29][CH2:28][NH:27]4)[CH:15]=3)=[CH:9][CH:8]=2)[CH2:3][CH2:2]1.C=O.[C:33](O[BH-](OC(=O)C)OC(=O)C)(=O)C.[Na+].C(=O)(O)[O-].[Na+]. The catalyst is C(Cl)Cl.O.C(O)(=O)C. The product is [CH3:33][N:27]1[CH2:28][CH2:29][CH2:30][CH:26]1[CH2:25][NH:24][C:16]1[CH:15]=[C:14]([NH:13][C:10]2[CH:11]=[CH:12][C:7]([N:4]3[CH2:3][CH2:2][O:1][CH2:6][CH2:5]3)=[CH:8][CH:9]=2)[N:19]=[CH:18][C:17]=1[CH2:20][C:21]([NH2:23])=[O:22]. The yield is 0.700.